Task: Binary Classification. Given a T-cell receptor sequence (or CDR3 region) and an epitope sequence, predict whether binding occurs between them.. Dataset: TCR-epitope binding with 47,182 pairs between 192 epitopes and 23,139 TCRs (1) The epitope is NLWNTFTRL. The TCR CDR3 sequence is CASSQADSSYNEQFF. Result: 0 (the TCR does not bind to the epitope). (2) Result: 1 (the TCR binds to the epitope). The TCR CDR3 sequence is CASSLGKGQALHF. The epitope is LEPLVDLPI. (3) The epitope is GTSGSPIINR. The TCR CDR3 sequence is CASSLGPDYEQYF. Result: 1 (the TCR binds to the epitope).